This data is from Reaction yield outcomes from USPTO patents with 853,638 reactions. The task is: Predict the reaction yield, written as a fraction of the theoretical maximum amount of product (1.0 means a 100% yield; for example, 0.34 means a 34% yield). (1) The reactants are [N:1]1[CH:6]=[CH:5][CH:4]=[C:3]([NH:7][C:8](=[O:15])OCC(Cl)(Cl)Cl)[N:2]=1.[F:16][C:17]1[CH:22]=[CH:21][CH:20]=[CH:19][C:18]=1[C:23]1[CH:28]=[C:27]([N:29]2[CH2:34][CH2:33][NH:32][CH2:31][CH2:30]2)[N:26]=[CH:25][N:24]=1. The catalyst is O1CCCC1.CCCCCC. The product is [F:16][C:17]1[CH:22]=[CH:21][CH:20]=[CH:19][C:18]=1[C:23]1[N:24]=[CH:25][N:26]=[C:27]([N:29]2[CH2:30][CH2:31][N:32]([C:8]([NH:7][C:3]3[N:2]=[N:1][CH:6]=[CH:5][CH:4]=3)=[O:15])[CH2:33][CH2:34]2)[CH:28]=1. The yield is 0.420. (2) The reactants are [O:1]=[C:2]1[C:7]([CH2:8][C:9]2[CH:14]=[CH:13][C:12]([C:15]3[C:16]([C:21]#[N:22])=[CH:17][CH:18]=[CH:19][CH:20]=3)=[CH:11][CH:10]=2)=[C:6]([CH2:23][CH2:24][CH3:25])[N:5]2[N:26]=[CH:27][N:28]=[C:4]2[NH:3]1.Br[CH2:30][C:31]1[CH:36]=[CH:35][C:34]([F:37])=[CH:33][CH:32]=1.C(=O)([O-])[O-].[K+].[K+].CN(C)C=O. The catalyst is C(OCC)(=O)C. The product is [F:37][C:34]1[CH:35]=[CH:36][C:31]([CH2:30][N:3]2[C:2](=[O:1])[C:7]([CH2:8][C:9]3[CH:10]=[CH:11][C:12]([C:15]4[C:16]([C:21]#[N:22])=[CH:17][CH:18]=[CH:19][CH:20]=4)=[CH:13][CH:14]=3)=[C:6]([CH2:23][CH2:24][CH3:25])[N:5]3[N:26]=[CH:27][N:28]=[C:4]23)=[CH:32][CH:33]=1. The yield is 0.890. (3) The reactants are [N:1]12[CH2:7][C:4]([C:8]([C:16]3[CH:21]=[CH:20][CH:19]=[CH:18][CH:17]=3)([C:10]3[CH:15]=[CH:14][CH:13]=[CH:12][CH:11]=3)[OH:9])([CH2:5][CH2:6]1)[CH2:3][CH2:2]2.[Br:22][CH2:23][CH2:24][O:25][CH3:26]. The product is [Br-:22].[OH:9][C:8]([C:16]1[CH:21]=[CH:20][CH:19]=[CH:18][CH:17]=1)([C:10]1[CH:15]=[CH:14][CH:13]=[CH:12][CH:11]=1)[C:4]12[CH2:7][N+:1]([CH2:23][CH2:24][O:25][CH3:26])([CH2:6][CH2:5]1)[CH2:2][CH2:3]2. The yield is 0.240. The catalyst is CC#N. (4) The reactants are [C:1]1([N:7]2[C:17]3[C:12](=[CH:13][CH:14]=[CH:15][CH:16]=3)[C:10](=O)[C:8]2=[O:9])[CH:6]=[CH:5][CH:4]=[CH:3][CH:2]=1.[NH2:18][C:19]1[CH:20]=[C:21]2[C:25](=[CH:26][CH:27]=1)[NH:24][CH:23]=[CH:22]2. No catalyst specified. The product is [NH:24]1[C:25]2[C:21](=[CH:20][C:19]([N:18]=[C:10]3[C:12]4[C:17](=[CH:16][CH:15]=[CH:14][CH:13]=4)[N:7]([C:1]4[CH:6]=[CH:5][CH:4]=[CH:3][CH:2]=4)[C:8]3=[O:9])=[CH:27][CH:26]=2)[CH:22]=[CH:23]1. The yield is 0.140. (5) The reactants are Br[C:2]1[CH:3]=[CH:4][C:5]2[C:11]3[S:12][C:13]([C:15]([N:17]([C:19]4[CH:24]=[C:23]([C:25]([N:27]5[CH2:30][CH:29]([OH:31])[CH2:28]5)=[O:26])[CH:22]=[CH:21][C:20]=4[Cl:32])[CH3:18])=[O:16])=[CH:14][C:10]=3[CH2:9][CH2:8][O:7][C:6]=2[CH:33]=1.CC1(C)C2[C:56](=C(P(C3C=CC=CC=3)C3C=CC=CC=3)C=CC=2)[O:55]C2C(P(C3C=CC=CC=3)C3C=CC=CC=3)=CC=CC1=2.[CH3:76][NH2:77].Cl.C([O-])([O-])=O.[Na+].[Na+]. The catalyst is C1(C)C=CC=CC=1.CN(C=O)C.CC([O-])=O.CC([O-])=O.[Pd+2]. The product is [Cl:32][C:20]1[CH:21]=[CH:22][C:23]([C:25]([N:27]2[CH2:30][CH:29]([OH:31])[CH2:28]2)=[O:26])=[CH:24][C:19]=1[N:17]([CH3:18])[C:15]([C:13]1[S:12][C:11]2[C:5]3[CH:4]=[CH:3][C:2]([C:56]([NH:77][CH3:76])=[O:55])=[CH:33][C:6]=3[O:7][CH2:8][CH2:9][C:10]=2[CH:14]=1)=[O:16]. The yield is 0.460.